Dataset: Reaction yield outcomes from USPTO patents with 853,638 reactions. Task: Predict the reaction yield, written as a fraction of the theoretical maximum amount of product (1.0 means a 100% yield; for example, 0.34 means a 34% yield). (1) The yield is 0.900. The reactants are C[O:2][C:3](=[O:34])[CH2:4][CH:5]([C:19]1[CH:24]=[CH:23][C:22]([O:25][CH:26]([F:28])[F:27])=[C:21]([O:29][CH2:30][CH:31]2[CH2:33][CH2:32]2)[CH:20]=1)[N:6]1[CH2:14][C:13]2[C:8](=[C:9]([N+:15]([O-:17])=[O:16])[CH:10]=[CH:11][CH:12]=2)[C:7]1=[O:18].[OH-].[Na+].Cl. The catalyst is CO. The product is [CH:31]1([CH2:30][O:29][C:21]2[CH:20]=[C:19]([CH:5]([N:6]3[CH2:14][C:13]4[C:8](=[C:9]([N+:15]([O-:17])=[O:16])[CH:10]=[CH:11][CH:12]=4)[C:7]3=[O:18])[CH2:4][C:3]([OH:34])=[O:2])[CH:24]=[CH:23][C:22]=2[O:25][CH:26]([F:28])[F:27])[CH2:33][CH2:32]1. (2) The reactants are [Cl:1][C:2]1[CH:3]=[N:4][N:5]([CH3:16])[C:6]=1[C:7]1[CH:8]=[C:9]([C:13]([OH:15])=O)[S:10][C:11]=1[CH3:12].C(N(CC)C(C)C)(C)C.[NH2:26][C@@H:27]([CH2:40][CH:41]1[CH2:46][CH2:45][CH2:44][CH2:43][CH2:42]1)[CH2:28][N:29]1[C:37](=[O:38])[C:36]2[C:31](=[CH:32][CH:33]=[CH:34][CH:35]=2)[C:30]1=[O:39].CC(OC(N[C@H](C(O)=O)CC1C=CC=CC=1C(F)(F)F)=O)(C)C.F[P-](F)(F)(F)(F)F.Br[P+](N1CCCC1)(N1CCCC1)N1CCCC1. The catalyst is C(Cl)Cl. The product is [Cl:1][C:2]1[CH:3]=[N:4][N:5]([CH3:16])[C:6]=1[C:7]1[CH:8]=[C:9]([C:13]([NH:26][C@H:27]([CH2:28][N:29]2[C:37](=[O:38])[C:36]3[C:31](=[CH:32][CH:33]=[CH:34][CH:35]=3)[C:30]2=[O:39])[CH2:40][CH:41]2[CH2:46][CH2:45][CH2:44][CH2:43][CH2:42]2)=[O:15])[S:10][C:11]=1[CH3:12]. The yield is 0.710. (3) The reactants are [CH3:1][O:2][C:3]1[CH:18]=[CH:17][C:6]([CH2:7][N:8]2[C:12](=[O:13])[CH2:11][CH:10](C(N)=O)[CH2:9]2)=[CH:5][CH:4]=1.C(OI(OC(=O)C)C1C=CC=CC=1)(=O)C.Cl.CC#[N:37]. The catalyst is O. The product is [NH2:37][CH:10]1[CH2:9][N:8]([CH2:7][C:6]2[CH:17]=[CH:18][C:3]([O:2][CH3:1])=[CH:4][CH:5]=2)[C:12](=[O:13])[CH2:11]1. The yield is 0.632. (4) The reactants are [Br:1][C:2]1[CH:3]=[C:4]([N+:21]([O-:23])=[O:22])[CH:5]=[C:6]([Br:20])[C:7]=1[O:8][C:9]1[CH:14]=[CH:13][C:12]([O:15]C)=[C:11]([CH:17]([CH3:19])[CH3:18])[CH:10]=1.B(Br)(Br)Br. The catalyst is C(Cl)Cl. The product is [Br:1][C:2]1[CH:3]=[C:4]([N+:21]([O-:23])=[O:22])[CH:5]=[C:6]([Br:20])[C:7]=1[O:8][C:9]1[CH:14]=[CH:13][C:12]([OH:15])=[C:11]([CH:17]([CH3:19])[CH3:18])[CH:10]=1. The yield is 0.900. (5) The reactants are [H-].[Na+].[Br:3][C:4]1[CH:5]=[CH:6][C:7]2[NH:12][C:11](=[O:13])[O:10][CH2:9][C:8]=2[CH:14]=1.Cl[CH2:16][O:17][CH2:18][CH2:19][Si:20]([CH3:23])([CH3:22])[CH3:21]. The catalyst is CN(C)C=O. The product is [Br:3][C:4]1[CH:5]=[CH:6][C:7]2[N:12]([CH2:16][O:17][CH2:18][CH2:19][Si:20]([CH3:23])([CH3:22])[CH3:21])[C:11](=[O:13])[O:10][CH2:9][C:8]=2[CH:14]=1. The yield is 0.850.